From a dataset of Forward reaction prediction with 1.9M reactions from USPTO patents (1976-2016). Predict the product of the given reaction. Given the reactants [CH2:1]([CH:3]1[CH2:8][C:7](=[O:9])[NH:6][N:5]=[C:4]1[C:10]1[CH:29]=[CH:28][C:13]2[N:14]=[C:15]([C:17]3[CH:27]=[CH:26][C:20]([O:21][CH:22]([CH3:25])[CH:23]=[O:24])=[CH:19][CH:18]=3)[O:16][C:12]=2[CH:11]=1)[CH3:2].C(O)(=O)C.C(NC(C)C)(C)C.C(O[BH-](OC(=O)C)OC(=O)C)(=O)C.[Na+], predict the reaction product. The product is: [CH2:1]([CH:3]1[C:4]([C:10]2[CH:29]=[CH:28][C:13]3[N:14]=[C:15]([C:17]4[CH:18]=[CH:19][C:20]([O:21][CH:22]([CH3:25])[CH2:23][OH:24])=[CH:26][CH:27]=4)[O:16][C:12]=3[CH:11]=2)=[N:5][NH:6][C:7](=[O:9])[CH2:8]1)[CH3:2].